From a dataset of Full USPTO retrosynthesis dataset with 1.9M reactions from patents (1976-2016). Predict the reactants needed to synthesize the given product. (1) Given the product [C:1]([C:5]([C:8]([C:11]([C:14]([C:17]([CH2:20][CH2:21][S:22]([NH:31][CH2:30][CH2:29][CH2:28][Cl:27])(=[O:24])=[O:23])([F:19])[F:18])([F:16])[F:15])([F:13])[F:12])([F:10])[F:9])([F:7])[F:6])([F:4])([F:3])[F:2], predict the reactants needed to synthesize it. The reactants are: [C:1]([C:5]([C:8]([C:11]([C:14]([C:17]([CH2:20][CH2:21][S:22](Cl)(=[O:24])=[O:23])([F:19])[F:18])([F:16])[F:15])([F:13])[F:12])([F:10])[F:9])([F:7])[F:6])([F:4])([F:3])[F:2].Cl.[Cl:27][CH2:28][CH2:29][CH2:30][NH2:31].C(N(CC)CC)C. (2) Given the product [CH3:1][N:2]([CH3:17])[CH2:3][CH2:4][O:5][C:6]1[CH:11]=[C:10]([NH2:12])[C:9]([NH2:13])=[CH:8][C:7]=1[F:16], predict the reactants needed to synthesize it. The reactants are: [CH3:1][N:2]([CH3:17])[CH2:3][CH2:4][O:5][C:6]1[C:7]([F:16])=[CH:8][C:9]([N+:13]([O-])=O)=[C:10]([NH2:12])[CH:11]=1.